From a dataset of CYP2D6 inhibition data for predicting drug metabolism from PubChem BioAssay. Regression/Classification. Given a drug SMILES string, predict its absorption, distribution, metabolism, or excretion properties. Task type varies by dataset: regression for continuous measurements (e.g., permeability, clearance, half-life) or binary classification for categorical outcomes (e.g., BBB penetration, CYP inhibition). Dataset: cyp2d6_veith. (1) The molecule is Cc1cnc(C(=O)OCC(=O)Nc2ccc(Cl)cc2)cn1. The result is 0 (non-inhibitor). (2) The molecule is CC(C)C(=O)N[C@@H]1CCCN1C(=O)/C=C\c1ccccc1. The result is 0 (non-inhibitor).